This data is from Rat liver microsome stability data. The task is: Regression/Classification. Given a drug SMILES string, predict its absorption, distribution, metabolism, or excretion properties. Task type varies by dataset: regression for continuous measurements (e.g., permeability, clearance, half-life) or binary classification for categorical outcomes (e.g., BBB penetration, CYP inhibition). Dataset: rlm. (1) The drug is COC(=O)Nc1ccc2c(c1)NC(=O)CCC=CC[C@H](N1CC[C@H](c3c(F)ccc(Cl)c3F)OC1=O)c1nc-2c[nH]1. The result is 1 (stable in rat liver microsomes). (2) The molecule is Cc1ccc(NS(=O)(=O)c2c(C)[nH]c(C)c2C(=O)N2CCCC2)cc1Cl. The result is 1 (stable in rat liver microsomes). (3) The molecule is O=S(=O)(Nc1nccs1)c1ccc(NCc2cccc3c2NCC3)cc1. The result is 0 (unstable in rat liver microsomes). (4) The compound is FC(F)(F)c1ccccc1-c1nc(NCc2ccc(Cl)cc2)c2ccccc2n1. The result is 0 (unstable in rat liver microsomes). (5) The drug is O=C(Nc1ccc(S(=O)(=O)Nc2nccs2)cc1)c1cc[nH]n1. The result is 0 (unstable in rat liver microsomes). (6) The molecule is COc1ccc(C2CC(=O)Nc3nc(N)sc32)cc1OC. The result is 0 (unstable in rat liver microsomes).